Task: Predict the reaction yield, written as a fraction of the theoretical maximum amount of product (1.0 means a 100% yield; for example, 0.34 means a 34% yield).. Dataset: Reaction yield outcomes from USPTO patents with 853,638 reactions (1) The reactants are [CH3:1][O:2][C:3]1[CH:4]=[C:5](/[CH:11]=[CH:12]/[C:13]([N:15]2[C:19]3[CH:20]=[CH:21][CH:22]=[CH:23][C:18]=3[NH:17][C:16]2=[O:24])=[O:14])[CH:6]=[CH:7][C:8]=1[O:9][CH3:10].IC.[C:27]([O-])([O-])=O.[K+].[K+]. The catalyst is CN(C=O)C. The product is [CH3:1][O:2][C:3]1[CH:4]=[C:5](/[CH:11]=[CH:12]/[C:13]([N:15]2[C:19]3[CH:20]=[CH:21][CH:22]=[CH:23][C:18]=3[N:17]([CH3:27])[C:16]2=[O:24])=[O:14])[CH:6]=[CH:7][C:8]=1[O:9][CH3:10]. The yield is 0.790. (2) The reactants are [I:1][C:2]1[C:6]([C:7](O)=[O:8])=[CH:5][N:4]([CH:10]2[CH2:15][CH2:14][CH2:13][CH2:12][O:11]2)[N:3]=1. The catalyst is C1COCC1. The product is [I:1][C:2]1[C:6]([CH2:7][OH:8])=[CH:5][N:4]([CH:10]2[CH2:15][CH2:14][CH2:13][CH2:12][O:11]2)[N:3]=1. The yield is 0.470.